This data is from Catalyst prediction with 721,799 reactions and 888 catalyst types from USPTO. The task is: Predict which catalyst facilitates the given reaction. (1) Reactant: [Cl:1][C:2]1[N:3]([C:13]2[C:18]([F:19])=[CH:17][C:16]([F:20])=[CH:15][C:14]=2[Cl:21])[C:4]([C:8]([O:10]CC)=[O:9])=[C:5]([CH3:7])[N:6]=1.[OH-].[Na+]. Product: [Cl:1][C:2]1[N:3]([C:13]2[C:18]([F:19])=[CH:17][C:16]([F:20])=[CH:15][C:14]=2[Cl:21])[C:4]([C:8]([OH:10])=[O:9])=[C:5]([CH3:7])[N:6]=1. The catalyst class is: 24. (2) Reactant: [C:1](Cl)(=[O:3])[CH3:2].[Cl:5][C:6]1[CH:7]=[CH:8][C:9]2[N:15]([CH2:16][C:17]([CH3:21])([CH3:20])[CH2:18][OH:19])[C:14](=[O:22])[C@@H:13]([CH2:23][C:24]([NH:26][C:27]3[CH:32]=[CH:31][C:30]([CH2:33][C:34]([OH:36])=[O:35])=[CH:29][CH:28]=3)=[O:25])[O:12][C@H:11]([C:37]3[CH:42]=[CH:41][CH:40]=[C:39]([O:43][CH3:44])[C:38]=3[O:45][CH3:46])[C:10]=2[CH:47]=1.N1C=CC=CC=1.C(OCC)(=O)C. Product: [C:1]([O:19][CH2:18][C:17]([CH3:20])([CH3:21])[CH2:16][N:15]1[C:9]2[CH:8]=[CH:7][C:6]([Cl:5])=[CH:47][C:10]=2[C@@H:11]([C:37]2[CH:42]=[CH:41][CH:40]=[C:39]([O:43][CH3:44])[C:38]=2[O:45][CH3:46])[O:12][C@H:13]([CH2:23][C:24]([NH:26][C:27]2[CH:32]=[CH:31][C:30]([CH2:33][C:34]([OH:36])=[O:35])=[CH:29][CH:28]=2)=[O:25])[C:14]1=[O:22])(=[O:3])[CH3:2]. The catalyst class is: 6. (3) Reactant: [C:1]([C@@H:4]1[CH2:7][C@H:6]([NH:8][C:9](=[O:18])[O:10][CH2:11][C:12]2[CH:17]=[CH:16][CH:15]=[CH:14][CH:13]=2)[C:5]1([CH3:20])[CH3:19])(=[O:3])C.[OH2:21]. Product: [CH2:11]([O:10][C:9]([NH:8][C@H:6]1[CH2:7][C@@H:4]([C:1]([OH:3])=[O:21])[C:5]1([CH3:20])[CH3:19])=[O:18])[C:12]1[CH:17]=[CH:16][CH:15]=[CH:14][CH:13]=1. The catalyst class is: 12. (4) Product: [O:15]=[C:14]1[N:1]([C:2]2[CH:7]=[CH:6][CH:5]=[CH:4][CH:3]=2)[CH2:8][CH:9]([C:10]([OH:12])=[O:11])[CH2:13]1. The catalyst class is: 6. Reactant: [NH2:1][C:2]1[CH:7]=[CH:6][CH:5]=[CH:4][CH:3]=1.[CH2:8]=[C:9]([CH2:13][C:14](O)=[O:15])[C:10]([OH:12])=[O:11].[OH-].[Na+]. (5) The catalyst class is: 6. Product: [N+:20]([C:15]1[CH:16]=[CH:17][CH:18]=[CH:19][C:14]=1[C:6]1[C:5]([C:3]([OH:2])=[O:4])=[CH:10][C:9]([C:11]2[S:13][CH:29]=[C:28]([C:27]3[CH:32]=[CH:33][CH:34]=[C:25]([C:24]([F:23])([F:35])[F:36])[CH:26]=3)[N:12]=2)=[CH:8][CH:7]=1)([O-:22])=[O:21]. Reactant: C[O:2][C:3]([C:5]1[C:6]([C:14]2[CH:19]=[CH:18][CH:17]=[CH:16][C:15]=2[N+:20]([O-:22])=[O:21])=[CH:7][CH:8]=[C:9]([C:11](=[S:13])[NH2:12])[CH:10]=1)=[O:4].[F:23][C:24]([F:36])([F:35])[C:25]1[CH:26]=[C:27]([CH:32]=[CH:33][CH:34]=1)[C:28](=O)[CH2:29]Br.